Dataset: Full USPTO retrosynthesis dataset with 1.9M reactions from patents (1976-2016). Task: Predict the reactants needed to synthesize the given product. (1) Given the product [CH2:1]([N:3]1[C:8](=[O:9])[C:7]2[C:10]([CH3:18])=[C:11]([C:13]([NH:21][NH2:22])=[O:14])[S:12][C:6]=2[NH:5][C:4]1=[O:19])[CH3:2], predict the reactants needed to synthesize it. The reactants are: [CH2:1]([N:3]1[C:8](=[O:9])[C:7]2[C:10]([CH3:18])=[C:11]([C:13](OCC)=[O:14])[S:12][C:6]=2[NH:5][C:4]1=[O:19])[CH3:2].O.[NH2:21][NH2:22]. (2) Given the product [CH3:20][C:21]1[CH:29]=[CH:28][C:24]([C:25]2[S:19][C:3]3=[N:4][N:5]=[C:6]([C:7]4[CH:8]=[C:9]([O:17][CH3:18])[C:10]([O:15][CH3:16])=[C:11]([O:13][CH3:14])[CH:12]=4)[N:2]3[N:1]=2)=[CH:23][C:22]=1[N+:30]([O-:32])=[O:31], predict the reactants needed to synthesize it. The reactants are: [NH2:1][N:2]1[C:6]([C:7]2[CH:12]=[C:11]([O:13][CH3:14])[C:10]([O:15][CH3:16])=[C:9]([O:17][CH3:18])[CH:8]=2)=[N:5][N:4]=[C:3]1[SH:19].[CH3:20][C:21]1[CH:29]=[CH:28][C:24]([C:25](Cl)=O)=[CH:23][C:22]=1[N+:30]([O-:32])=[O:31]. (3) The reactants are: [C:1]([O:5][C:6]([N:8]1[CH2:13][CH2:12][C:11](=[CH:14][C:15]([OH:17])=O)[CH2:10][CH2:9]1)=[O:7])([CH3:4])([CH3:3])[CH3:2].O[N:19]1[C:23]2C=CC=CC=2N=N1.Cl.CN[O:31][CH3:32].O. Given the product [C:1]([O:5][C:6]([N:8]1[CH2:9][CH2:10][C:11](=[CH:14][C:15](=[O:17])[NH:19][CH2:23][O:31][CH3:32])[CH2:12][CH2:13]1)=[O:7])([CH3:2])([CH3:3])[CH3:4], predict the reactants needed to synthesize it. (4) The reactants are: [OH:1]CC1C=C(O)C=CC=1.C(N(CC)CC)C.[C:17]([O:20][C:21]1[C:22](=[CH:26][CH:27]=[CH:28][CH:29]=1)[C:23](Cl)=[O:24])(=[O:19])[CH3:18]. Given the product [C:17]([O:20][C:21]1[CH:29]=[CH:28][CH:27]=[CH:26][C:22]=1[C:23]([OH:1])=[O:24])(=[O:19])[CH3:18], predict the reactants needed to synthesize it. (5) Given the product [CH3:2][O:3][C:4]1([O:10][CH3:11])[CH2:9][CH2:8][N:7]([C:29]2[CH:30]=[CH:31][C:32]([N+:37]([O-:39])=[O:38])=[C:33]([O:35][CH3:36])[CH:34]=2)[CH2:6][CH2:5]1, predict the reactants needed to synthesize it. The reactants are: Cl.[CH3:2][O:3][C:4]1([O:10][CH3:11])[CH2:9][CH2:8][NH:7][CH2:6][CH2:5]1.CN(C)C=O.N12CCCN=C1CCCCC2.F[C:29]1[CH:30]=[CH:31][C:32]([N+:37]([O-:39])=[O:38])=[C:33]([O:35][CH3:36])[CH:34]=1. (6) Given the product [CH:11]([C:15]1[C:16]([CH3:34])=[CH:17][C:18]([I:33])=[C:19]([CH:32]=1)[O:20][C:21]1[C:22]([NH2:23])=[N:4][C:3]([NH2:5])=[N:2][CH:24]=1)=[CH:12][CH:13]=[CH2:14], predict the reactants needed to synthesize it. The reactants are: Cl.[NH2:2][C:3]([NH2:5])=[NH:4].C[O-].[Na+].CO.[CH:11]([C:15]1[C:16]([CH3:34])=[CH:17][C:18]([I:33])=[C:19]([CH:32]=1)[O:20][C:21](=[CH:24]NC1C=CC=CC=1)[C:22]#[N:23])=[CH:12][CH:13]=[CH2:14]. (7) Given the product [Cl:1][C:2]1[CH:3]=[CH:4][C:5]([CH:8]2[C:12]3[N:13]([CH:23]([CH3:25])[CH3:24])[C:14]([CH:16]4[CH2:17][CH2:18][N:19]([CH3:22])[CH2:20][CH2:21]4)=[N:15][C:11]=3[C:10](=[O:26])[N:9]2[C:27]2[CH:28]=[C:29]([CH3:37])[C:30]3[N:31]([C:33]([CH3:36])=[N:34][N:35]=3)[CH:32]=2)=[CH:6][CH:7]=1, predict the reactants needed to synthesize it. The reactants are: [Cl:1][C:2]1[CH:7]=[CH:6][C:5]([CH:8]2[C:12]3[N:13]([CH:23]([CH3:25])[CH3:24])[C:14]([C:16]4[CH2:17][CH2:18][N:19]([CH3:22])[CH2:20][CH:21]=4)=[N:15][C:11]=3[C:10](=[O:26])[N:9]2[C:27]2[CH:28]=[C:29]([CH3:37])[C:30]3[N:31]([C:33]([CH3:36])=[N:34][N:35]=3)[CH:32]=2)=[CH:4][CH:3]=1. (8) Given the product [NH2:15][CH2:14][CH2:13][CH2:12][N:11]1[C:7]2[C:6]([CH3:20])=[C:5]([CH3:21])[N:4]=[C:3]([NH2:2])[C:8]=2[N:9]=[C:10]1[CH3:19], predict the reactants needed to synthesize it. The reactants are: Cl.[NH2:2][C:3]1[C:8]2[N:9]=[C:10]([CH3:19])[N:11]([CH2:12][CH2:13][CH2:14][NH:15]C(=O)C)[C:7]=2[C:6]([CH3:20])=[C:5]([CH3:21])[N:4]=1. (9) Given the product [CH:3]1([C:6]2[N:10]3[CH:11]=[C:12]([F:15])[CH:13]=[CH:14][C:9]3=[N:8][C:7]=2[NH2:16])[CH2:5][CH2:4]1, predict the reactants needed to synthesize it. The reactants are: [OH-].[Na+].[CH:3]1([C:6]2[N:10]3[CH:11]=[C:12]([F:15])[CH:13]=[CH:14][C:9]3=[N:8][C:7]=2[NH:16]C(=O)C(F)(F)F)[CH2:5][CH2:4]1.CO.O1CCCC1.